This data is from Experimentally validated miRNA-target interactions with 360,000+ pairs, plus equal number of negative samples. The task is: Binary Classification. Given a miRNA mature sequence and a target amino acid sequence, predict their likelihood of interaction. (1) The miRNA is hsa-miR-19b-1-5p with sequence AGUUUUGCAGGUUUGCAUCCAGC. The protein sequence of the target gene is MEQPRKAVVVTGFGPFGEHTVNASWIAVQELEKLGLGDSVDLHVYEIPVEYQTVQRLIPALWEKHSPQLVVHVGVSGMATTVTLEKCGHNKGYKGLDNCRFCPGSQCCVEDGPESIDSIIDMDAVCKRVTTLGLDVSVTISQDAGRYLCDFTYYTSLYQSHGRSAFVHVPPLGKPYNADQLGRALRAIIEEMLDLLEQSEGKINYCHKH. Result: 1 (interaction). (2) The miRNA is mmu-miR-1298-5p with sequence UUCAUUCGGCUGUCCAGAUGUA. The protein sequence of the target gene is MAKSSSLNVRVVEGRALPAKDVSGSSDPYCLVKVDDEVVARTATVWRSLGPFWGEEYTVHLPLDFHQLAFYVLDEDTVGHDDIIGKISLSREAITADPRGIDSWINLSRVDPDAEVQGEICLSVQMLEDGQGRCLRCHVLQARDLAPRDISGTSDPFARVFWGSQSLETSTIKKTRFPHWDEVLELREMPGAPSPLRVELWDWDMVGKNDFLGMVEFSPKTLQQKPPKGWFRLLPFPRAEEDSGGNLGALRVKVRLIEDRVLPSQCYQPLMELLMESVQGPAEEDTASPLALLEELTLGD.... Result: 0 (no interaction). (3) The miRNA is hsa-miR-3165 with sequence AGGUGGAUGCAAUGUGACCUCA. The protein sequence of the target gene is MEGSAKASVASDPESPPGGNEPAAASGQRLPENTPPCQQVDQPKMQKEFGEDLVEQNSSYVQDSPSKKRKLDVEIILEEKHSEDDGGSAKRSKLERGDVSEDEPSLGRLNQTKRKLQPQDDEVPQKLQKLEEGHSSAVAAHYNELQEVGLAKRSQSRIFYLRNFNNWIKSILIGEILEKVRQRKTRDITVLDLGCGKGGDLLKWRKGRISRLVCADIADISMKQCQQRYEDMRCRRDNEHIFSAEFITADCSKELLVEKFRDPEMYFDVCSCQFACHYSFESQVQADTMLRNACGRLNPG.... Result: 0 (no interaction).